This data is from Reaction yield outcomes from USPTO patents with 853,638 reactions. The task is: Predict the reaction yield, written as a fraction of the theoretical maximum amount of product (1.0 means a 100% yield; for example, 0.34 means a 34% yield). (1) The reactants are CS([C:4]1[N:9]=[CH:8][C:7]2=[CH:10][CH:11]=[C:12]([C:13]3[CH:18]=[CH:17][CH:16]=[C:15]([S:19]([CH3:22])(=[O:21])=[O:20])[CH:14]=3)[N:6]2[N:5]=1)=O.[O:23]=[S:24]1(=[O:38])[CH2:29][CH2:28][N:27]([CH2:30][C:31]2[CH:36]=[CH:35][C:34]([NH2:37])=[CH:33][CH:32]=2)[CH2:26][CH2:25]1.C(N(CC)C(C)C)(C)C. The catalyst is COCC(O)C. The product is [O:38]=[S:24]1(=[O:23])[CH2:25][CH2:26][N:27]([CH2:30][C:31]2[CH:36]=[CH:35][C:34]([NH:37][C:4]3[N:9]=[CH:8][C:7]4=[CH:10][CH:11]=[C:12]([C:13]5[CH:18]=[CH:17][CH:16]=[C:15]([S:19]([CH3:22])(=[O:20])=[O:21])[CH:14]=5)[N:6]4[N:5]=3)=[CH:33][CH:32]=2)[CH2:28][CH2:29]1. The yield is 0.120. (2) The reactants are C1N=CN([C:6]([N:8]2C=N[CH:10]=[CH:9]2)=[S:7])C=1.[CH3:13][O:14][CH2:15][CH2:16][C@@H](N)C.Cl.S([O-])([O-])(=O)=S.[Na+].[Na+]. The catalyst is C(OC)(C)(C)C.C1COCC1. The product is [N:8]([C@@H:9]([CH3:10])[CH2:16][CH2:15][O:14][CH3:13])=[C:6]=[S:7]. The yield is 0.770. (3) The reactants are C(OC(=O)[NH:7][C:8]1[CH:13]=[C:12]([CH2:14][CH2:15][O:16][C:17]2[C:26]3[C:21](=[CH:22][CH:23]=[CH:24][CH:25]=3)[C:20]([NH:27][C:28]([NH:30][C:31]3[N:35]([C:36]4[CH:41]=[CH:40][C:39]([CH3:42])=[CH:38][CH:37]=4)[N:34]=[C:33]([C:43]([CH3:46])([CH3:45])[CH3:44])[CH:32]=3)=[O:29])=[CH:19][CH:18]=2)[CH:11]=[CH:10][N:9]=1)(C)(C)C.C(O)(C(F)(F)F)=O. The catalyst is C(Cl)Cl. The product is [NH2:7][C:8]1[CH:13]=[C:12]([CH2:14][CH2:15][O:16][C:17]2[C:26]3[C:21](=[CH:22][CH:23]=[CH:24][CH:25]=3)[C:20]([NH:27][C:28]([NH:30][C:31]3[N:35]([C:36]4[CH:37]=[CH:38][C:39]([CH3:42])=[CH:40][CH:41]=4)[N:34]=[C:33]([C:43]([CH3:46])([CH3:45])[CH3:44])[CH:32]=3)=[O:29])=[CH:19][CH:18]=2)[CH:11]=[CH:10][N:9]=1. The yield is 1.00. (4) The reactants are [Br:1][C:2]1[C:6]2[C:7](Cl)=[N:8][CH:9]=[CH:10][C:5]=2[O:4][CH:3]=1.[OH-].[NH4+:13]. The catalyst is O1CCOCC1. The product is [Br:1][C:2]1[C:6]2[C:7]([NH2:13])=[N:8][CH:9]=[CH:10][C:5]=2[O:4][CH:3]=1. The yield is 0.710. (5) The reactants are Br[C:2]1[CH:15]=[N:14][C:5]2[NH:6][C:7]3[CH2:8][CH2:9][CH2:10][C:11](=[O:13])[C:12]=3[C:4]=2[CH:3]=1.[C:16]([C:19]1[CH:20]=[C:21](B(O)O)[CH:22]=[CH:23][CH:24]=1)(=[O:18])[CH3:17].C(=O)([O-])[O-].[Na+].[Na+].Cl. The catalyst is O.C(O)C.C1(C)C=CC=CC=1. The product is [C:16]([C:19]1[CH:24]=[C:23]([C:2]2[CH:15]=[N:14][C:5]3[NH:6][C:7]4[CH2:8][CH2:9][CH2:10][C:11](=[O:13])[C:12]=4[C:4]=3[CH:3]=2)[CH:22]=[CH:21][CH:20]=1)(=[O:18])[CH3:17]. The yield is 0.820. (6) The reactants are [Cl:1][C:2]1[C:3]([O:12][C:13]2[CH:18]=[C:17]([O:19][CH2:20][CH2:21][O:22][CH3:23])[CH:16]=[CH:15][C:14]=2/[CH:24]=[CH:25]/[C:26]([OH:28])=O)=[N:4][CH:5]=[C:6]([C:8]([F:11])([F:10])[F:9])[CH:7]=1.Cl.C(N=C=NCCCN(C)C)C.[Cl:41][C:42]1[CH:43]=[C:44]([S:48]([NH2:51])(=[O:50])=[O:49])[CH:45]=[CH:46][CH:47]=1.Cl. The catalyst is C(#N)C.CN(C)C1C=CN=CC=1.C(OCC)(=O)C. The product is [Cl:41][C:42]1[CH:43]=[C:44]([S:48]([NH:51][C:26](=[O:28])/[CH:25]=[CH:24]/[C:14]2[CH:15]=[CH:16][C:17]([O:19][CH2:20][CH2:21][O:22][CH3:23])=[CH:18][C:13]=2[O:12][C:3]2[C:2]([Cl:1])=[CH:7][C:6]([C:8]([F:11])([F:10])[F:9])=[CH:5][N:4]=2)(=[O:49])=[O:50])[CH:45]=[CH:46][CH:47]=1. The yield is 1.00. (7) The reactants are [Br:1][C:2]1[CH:6]=[N:5][N:4]([CH3:7])[C:3]=1[C:8]1[CH:9]=[C:10]([NH2:16])[CH:11]=[CH:12][C:13]=1[O:14][CH3:15].[Cl:17][C:18]1[CH:23]=[CH:22][C:21]([N:24]=[C:25]=[S:26])=[CH:20][CH:19]=1. The catalyst is C(Cl)Cl. The product is [Br:1][C:2]1[CH:6]=[N:5][N:4]([CH3:7])[C:3]=1[C:8]1[CH:9]=[C:10]([NH:16][C:25]([NH:24][C:21]2[CH:22]=[CH:23][C:18]([Cl:17])=[CH:19][CH:20]=2)=[S:26])[CH:11]=[CH:12][C:13]=1[O:14][CH3:15]. The yield is 0.800. (8) The reactants are [O:1]1[C:5]2[CH:6]=[CH:7][CH:8]=[CH:9][C:4]=2[CH:3]=[C:2]1[C:10]([OH:12])=O.Cl.Cl.[N:15]12[CH2:23][CH2:22][CH:19]([CH2:20][CH2:21]1)[NH:18][CH2:17][CH2:16]2.O.ON1C2C=CC=CC=2N=N1.F[B-](F)(F)F.N1(OC(N(C)C)=[N+](C)C)C2C=CC=CC=2N=N1.C(N(C(C)C)CC)(C)C.[OH-].[Na+]. The catalyst is CN(C)C=O. The product is [N:15]12[CH2:23][CH2:22][CH:19]([CH2:20][CH2:21]1)[N:18]([C:10]([C:2]1[O:1][C:5]3[CH:6]=[CH:7][CH:8]=[CH:9][C:4]=3[CH:3]=1)=[O:12])[CH2:17][CH2:16]2. The yield is 0.340. (9) The reactants are [S:1]([NH:5][C:6]1[CH:13]=[CH:12][CH:11]=[C:10]([O:14][CH2:15][C@H:16]2[CH2:21][CH2:20][CH2:19][N:18]([C:22](=[O:26])[CH2:23][CH2:24][CH3:25])[CH2:17]2)[C:7]=1[C:8]#[N:9])(=[O:4])(=[O:3])[NH2:2].[OH-].[Na+].Cl. The catalyst is CCO. The product is [NH2:9][C:8]1[C:7]2[C:10]([O:14][CH2:15][C@H:16]3[CH2:21][CH2:20][CH2:19][N:18]([C:22](=[O:26])[CH2:23][CH2:24][CH3:25])[CH2:17]3)=[CH:11][CH:12]=[CH:13][C:6]=2[NH:5][S:1](=[O:3])(=[O:4])[N:2]=1. The yield is 0.630.